Dataset: Reaction yield outcomes from USPTO patents with 853,638 reactions. Task: Predict the reaction yield, written as a fraction of the theoretical maximum amount of product (1.0 means a 100% yield; for example, 0.34 means a 34% yield). (1) The reactants are [CH3:1][O:2][C:3](=[O:21])[C:4]1[CH:9]=[CH:8][C:7]([NH:10][C:11]([O:13][C:14]([CH3:17])([CH3:16])[CH3:15])=[O:12])=[CH:6][C:5]=1[N+:18]([O-])=O.[CH2:22](Br)[C:23]1[CH:28]=[CH:27][CH:26]=[CH:25][CH:24]=1. The catalyst is CN(C=O)C. The product is [CH3:1][O:2][C:3](=[O:21])[C:4]1[CH:9]=[CH:8][C:7]([N:10]([CH2:22][C:23]2[CH:28]=[CH:27][CH:26]=[CH:25][CH:24]=2)[C:11]([O:13][C:14]([CH3:17])([CH3:16])[CH3:15])=[O:12])=[CH:6][C:5]=1[NH2:18]. The yield is 0.570. (2) The reactants are [C:1]([C:5]1[CH:6]=[C:7]2[C:12](=[C:13]([F:15])[CH:14]=1)[C:11](=[O:16])[N:10]([C:17]1[N:24]=[CH:23][CH:22]=[C:21]([C:25]3[CH:30]=[C:29]([NH:31][C:32]4[CH:40]=[C:35]5[CH2:36][O:37][CH2:38][CH2:39][N:34]5[N:33]=4)[C:28](=[O:41])[N:27]([CH3:42])[CH:26]=3)[C:18]=1[CH:19]=[O:20])[N:9]=[CH:8]2)([CH3:4])([CH3:3])[CH3:2].[BH4-].[Na+]. The catalyst is CO. The product is [C:1]([C:5]1[CH:6]=[C:7]2[C:12](=[C:13]([F:15])[CH:14]=1)[C:11](=[O:16])[N:10]([C:17]1[C:18]([CH2:19][OH:20])=[C:21]([C:25]3[CH:30]=[C:29]([NH:31][C:32]4[CH:40]=[C:35]5[CH2:36][O:37][CH2:38][CH2:39][N:34]5[N:33]=4)[C:28](=[O:41])[N:27]([CH3:42])[CH:26]=3)[CH:22]=[CH:23][N:24]=1)[N:9]=[CH:8]2)([CH3:4])([CH3:2])[CH3:3]. The yield is 0.470. (3) The reactants are [Cl:1][C:2]1[N:7]=[C:6]([CH2:8][C:9]([C:11]2[C:12]([F:29])=[C:13]([NH:17][S:18]([C:21]3[C:26]([F:27])=[CH:25][CH:24]=[CH:23][C:22]=3[F:28])(=[O:20])=[O:19])[CH:14]=[CH:15][CH:16]=2)=O)[CH:5]=[CH:4][N:3]=1.CN(C=O)C.C1C(=O)N(Br)C(=O)C1.[CH3:43][CH:44]([CH3:48])[C:45](=[S:47])[NH2:46]. The catalyst is CCOC(C)=O. The product is [Cl:1][C:2]1[N:7]=[C:6]([C:8]2[S:47][C:45]([CH:44]([CH3:48])[CH3:43])=[N:46][C:9]=2[C:11]2[C:12]([F:29])=[C:13]([NH:17][S:18]([C:21]3[C:26]([F:27])=[CH:25][CH:24]=[CH:23][C:22]=3[F:28])(=[O:20])=[O:19])[CH:14]=[CH:15][CH:16]=2)[CH:5]=[CH:4][N:3]=1. The yield is 0.450. (4) The reactants are Cl.[CH2:2]([O:4][C:5](=[O:28])[C:6]([O:9][C:10]1[CH:15]=[CH:14][C:13]([O:16][C:17]2[CH:22]=[C:21]([C:23]#[N:24])[C:20](N)=[CH:19][C:18]=2[CH3:26])=[CH:12][C:11]=1[CH3:27])([CH3:8])[CH3:7])[CH3:3].OO.N([O-])=O.[Na+]. The catalyst is C1COCC1.CC(O)=O.O. The product is [CH2:2]([O:4][C:5](=[O:28])[C:6]([O:9][C:10]1[CH:15]=[CH:14][C:13]([O:16][C:17]2[CH:22]=[C:21]([C:23]#[N:24])[CH:20]=[CH:19][C:18]=2[CH3:26])=[CH:12][C:11]=1[CH3:27])([CH3:7])[CH3:8])[CH3:3]. The yield is 0.850.